This data is from Full USPTO retrosynthesis dataset with 1.9M reactions from patents (1976-2016). The task is: Predict the reactants needed to synthesize the given product. (1) The reactants are: [CH3:1][C:2]1[CH:7]=[CH:6][C:5]([C:8]([CH2:10]Br)=[O:9])=[CH:4][CH:3]=1.[C:12]([O:16][C:17]([N:19]1[CH2:24][CH2:23][NH:22][CH2:21][CH2:20]1)=[O:18])([CH3:15])([CH3:14])[CH3:13].C(N(CC)CC)C. Given the product [C:12]([O:16][C:17]([N:19]1[CH2:24][CH2:23][N:22]([CH2:10][C:8](=[O:9])[C:5]2[CH:6]=[CH:7][C:2]([CH3:1])=[CH:3][CH:4]=2)[CH2:21][CH2:20]1)=[O:18])([CH3:15])([CH3:13])[CH3:14], predict the reactants needed to synthesize it. (2) Given the product [CH:1]([N:4]1[CH2:9][CH2:8][N:7]([C:10]([C:12]2[CH:13]=[C:14]3[C:18](=[CH:19][CH:20]=2)[N:17]([CH2:43][C:44]([F:47])([F:46])[F:45])[C:16]([C:21]([N:23]2[CH2:28][CH2:27][N:26]([S:29]([N:32]4[CH2:37][CH2:36][CH2:35][CH2:34][CH2:33]4)(=[O:31])=[O:30])[CH2:25][CH2:24]2)=[O:22])=[CH:15]3)=[O:11])[CH2:6][CH2:5]1)([CH3:3])[CH3:2], predict the reactants needed to synthesize it. The reactants are: [CH:1]([N:4]1[CH2:9][CH2:8][N:7]([C:10]([C:12]2[CH:13]=[C:14]3[C:18](=[CH:19][CH:20]=2)[NH:17][C:16]([C:21]([N:23]2[CH2:28][CH2:27][N:26]([S:29]([N:32]4[CH2:37][CH2:36][CH2:35][CH2:34][CH2:33]4)(=[O:31])=[O:30])[CH2:25][CH2:24]2)=[O:22])=[CH:15]3)=[O:11])[CH2:6][CH2:5]1)([CH3:3])[CH3:2].CS(O[CH2:43][C:44]([F:47])([F:46])[F:45])(=O)=O. (3) Given the product [Br:1][C:2]1[CH:10]=[C:9]2[C:5]([C:6]([C:11]([O:13][CH2:14][CH3:15])=[O:12])=[N:7][N:8]2[CH2:17][C:18]([O:20][C:21]([CH3:24])([CH3:23])[CH3:22])=[O:19])=[CH:4][CH:3]=1, predict the reactants needed to synthesize it. The reactants are: [Br:1][C:2]1[CH:10]=[C:9]2[C:5]([C:6]([C:11]([O:13][CH2:14][CH3:15])=[O:12])=[N:7][NH:8]2)=[CH:4][CH:3]=1.Br[CH2:17][C:18]([O:20][C:21]([CH3:24])([CH3:23])[CH3:22])=[O:19].C(=O)([O-])[O-].[K+].[K+]. (4) Given the product [CH:1]1([NH:4][C:5]([C:7]2[CH:8]=[C:9]([F:27])[C:10]([CH3:26])=[C:11]([C:13]3[CH:18]=[CH:17][C:16]([C:19]([O:21][CH3:22])=[O:20])=[CH:15][C:14]=3[C:23]([NH:39][C:40]3[S:41][CH:42]=[CH:43][N:44]=3)=[O:24])[CH:12]=2)=[O:6])[CH2:3][CH2:2]1, predict the reactants needed to synthesize it. The reactants are: [CH:1]1([NH:4][C:5]([C:7]2[CH:8]=[C:9]([F:27])[C:10]([CH3:26])=[C:11]([C:13]3[C:14]([C:23](O)=[O:24])=[CH:15][C:16]([C:19]([O:21][CH3:22])=[O:20])=[CH:17][CH:18]=3)[CH:12]=2)=[O:6])[CH2:3][CH2:2]1.CCN=C=NCCCN(C)C.[NH2:39][C:40]1[S:41][CH:42]=[CH:43][N:44]=1. (5) Given the product [C:1]1([C:20]2[CH:25]=[CH:24][CH:23]=[CH:22][CH:21]=2)[CH:6]=[CH:5][CH:4]=[CH:3][C:2]=1[CH2:7][N:8]1[C:16]2[CH:15]=[CH:14][NH:13][C:12](=[O:17])[C:11]=2[CH:10]=[C:9]1[CH3:19], predict the reactants needed to synthesize it. The reactants are: [C:1]1([C:20]2[CH:25]=[CH:24][CH:23]=[CH:22][CH:21]=2)[CH:6]=[CH:5][CH:4]=[CH:3][C:2]=1[CH2:7][N:8]1[C:16]2[CH:15]=[CH:14][N:13]=[C:12]([O:17]C)[C:11]=2[CH:10]=[C:9]1[CH3:19].